This data is from NCI-60 drug combinations with 297,098 pairs across 59 cell lines. The task is: Regression. Given two drug SMILES strings and cell line genomic features, predict the synergy score measuring deviation from expected non-interaction effect. (1) Drug 1: C1=C(C(=O)NC(=O)N1)F. Drug 2: CC1=C2C(C(=O)C3(C(CC4C(C3C(C(C2(C)C)(CC1OC(=O)C(C(C5=CC=CC=C5)NC(=O)OC(C)(C)C)O)O)OC(=O)C6=CC=CC=C6)(CO4)OC(=O)C)O)C)O. Cell line: MALME-3M. Synergy scores: CSS=47.9, Synergy_ZIP=3.17, Synergy_Bliss=3.08, Synergy_Loewe=8.63, Synergy_HSA=10.6. (2) Drug 1: CC1C(C(CC(O1)OC2CC(CC3=C2C(=C4C(=C3O)C(=O)C5=C(C4=O)C(=CC=C5)OC)O)(C(=O)C)O)N)O.Cl. Drug 2: CS(=O)(=O)CCNCC1=CC=C(O1)C2=CC3=C(C=C2)N=CN=C3NC4=CC(=C(C=C4)OCC5=CC(=CC=C5)F)Cl. Cell line: UACC62. Synergy scores: CSS=16.2, Synergy_ZIP=-3.91, Synergy_Bliss=8.54, Synergy_Loewe=-5.39, Synergy_HSA=7.82. (3) Drug 1: CC1C(C(CC(O1)OC2CC(CC3=C2C(=C4C(=C3O)C(=O)C5=C(C4=O)C(=CC=C5)OC)O)(C(=O)CO)O)N)O.Cl. Drug 2: CC(C)(C#N)C1=CC(=CC(=C1)CN2C=NC=N2)C(C)(C)C#N. Cell line: SF-539. Synergy scores: CSS=14.7, Synergy_ZIP=-5.98, Synergy_Bliss=0.584, Synergy_Loewe=-12.7, Synergy_HSA=-0.979. (4) Drug 1: CS(=O)(=O)C1=CC(=C(C=C1)C(=O)NC2=CC(=C(C=C2)Cl)C3=CC=CC=N3)Cl. Drug 2: CN(C)N=NC1=C(NC=N1)C(=O)N. Cell line: NCI-H226. Synergy scores: CSS=3.90, Synergy_ZIP=-1.63, Synergy_Bliss=-2.97, Synergy_Loewe=-8.87, Synergy_HSA=-5.16. (5) Synergy scores: CSS=19.8, Synergy_ZIP=-2.24, Synergy_Bliss=-0.391, Synergy_Loewe=-2.83, Synergy_HSA=0.679. Cell line: TK-10. Drug 2: C1=CN(C=N1)CC(O)(P(=O)(O)O)P(=O)(O)O. Drug 1: C1=CC=C(C=C1)NC(=O)CCCCCCC(=O)NO.